The task is: Predict the reactants needed to synthesize the given product.. This data is from Full USPTO retrosynthesis dataset with 1.9M reactions from patents (1976-2016). (1) Given the product [C:18]1([C:24]([C@H:26]([C:28]2[CH:33]=[CH:32][CH:31]=[CH:30][CH:29]=2)[OH:27])=[O:25])[CH:19]=[CH:20][CH:21]=[CH:22][CH:23]=1, predict the reactants needed to synthesize it. The reactants are: C(=O)C1C=CC=CC=1.[O-]S([O-])(=O)=O.[Mg+2].C(=O)C.[C:18]1([C:24]([C@@H:26]([C:28]2[CH:33]=[CH:32][CH:31]=[CH:30][CH:29]=2)[OH:27])=[O:25])[CH:23]=[CH:22][CH:21]=[CH:20][CH:19]=1. (2) The reactants are: Cl[C:2]1[C:7]2[O:8][C:9]3[CH2:14][CH2:13][N:12]([C:15]([O:17][C:18]([CH3:21])([CH3:20])[CH3:19])=[O:16])[CH2:11][C:10]=3[C:6]=2[CH:5]=[C:4]([S:22]([C:25]2[CH:26]=[C:27]3[C:31](=[CH:32][CH:33]=2)[N:30](C(OCC)=O)[CH:29]=[CH:28]3)(=[O:24])=[O:23])[CH:3]=1.C1([OH:45])C=CC=CC=1. Given the product [NH:30]1[C:31]2[C:27](=[CH:26][C:25]([S:22]([C:4]3[CH:3]=[C:2]([OH:45])[C:7]4[O:8][C:9]5[CH2:14][CH2:13][N:12]([C:15]([O:17][C:18]([CH3:21])([CH3:19])[CH3:20])=[O:16])[CH2:11][C:10]=5[C:6]=4[CH:5]=3)(=[O:24])=[O:23])=[CH:33][CH:32]=2)[CH:28]=[CH:29]1, predict the reactants needed to synthesize it. (3) Given the product [F:19][C:16]1[CH:17]=[CH:18][C:13]([CH2:12][CH2:11][CH2:10][N:8]([CH3:9])[C:6]2[N:7]=[C:2]([N:35]3[CH2:36][CH2:37][N:32]([CH3:31])[CH2:33][CH2:34]3)[N:3]=[C:4]([CH2:20][NH:21][CH2:22][CH2:23][C:24]3[CH:29]=[CH:28][C:27]([OH:30])=[CH:26][CH:25]=3)[N:5]=2)=[CH:14][CH:15]=1, predict the reactants needed to synthesize it. The reactants are: Cl[C:2]1[N:7]=[C:6]([N:8]([CH2:10][CH2:11][CH2:12][C:13]2[CH:18]=[CH:17][C:16]([F:19])=[CH:15][CH:14]=2)[CH3:9])[N:5]=[C:4]([CH2:20][NH:21][CH2:22][CH2:23][C:24]2[CH:29]=[CH:28][C:27]([OH:30])=[CH:26][CH:25]=2)[N:3]=1.[CH3:31][N:32]1[CH2:37][CH2:36][NH:35][CH2:34][CH2:33]1.CC#N.C(O)(C(F)(F)F)=O. (4) The reactants are: [CH3:1][O:2][C:3]1[CH:4]=[C:5]([CH2:11][CH2:12][NH2:13])[CH:6]=[CH:7][C:8]=1[O:9][CH3:10].F[C:15]1[CH:20]=[CH:19][CH:18]=[CH:17][C:16]=1[N+:21]([O-:23])=[O:22].CCN(CC)CC. Given the product [CH3:1][O:2][C:3]1[CH:4]=[C:5]([CH:6]=[CH:7][C:8]=1[O:9][CH3:10])[CH2:11][CH2:12][NH:13][C:15]1[CH:20]=[CH:19][CH:18]=[CH:17][C:16]=1[N+:21]([O-:23])=[O:22], predict the reactants needed to synthesize it. (5) Given the product [Br:20][C:8]1[N:9]=[C:5]([C:3](=[O:4])[C:2]([Cl:1])([Cl:11])[Cl:12])[N:6]([CH3:10])[CH:7]=1, predict the reactants needed to synthesize it. The reactants are: [Cl:1][C:2]([Cl:12])([Cl:11])[C:3]([C:5]1[N:6]([CH3:10])[CH:7]=[CH:8][N:9]=1)=[O:4].C1C(=O)N([Br:20])C(=O)C1. (6) Given the product [F:1][C:2]([F:33])([F:34])[C:3]([C:12]1[CH:29]=[CH:28][C:15]([O:16][C:17]2[CH:18]=[CH:19][C:20]([N+:25]([O-:27])=[O:26])=[C:21]([CH2:22][OH:23])[CH:24]=2)=[C:14]([CH2:30][CH2:31][CH3:32])[CH:13]=1)([O:8][CH2:9][O:10][CH3:11])[C:4]([F:5])([F:7])[F:6], predict the reactants needed to synthesize it. The reactants are: [F:1][C:2]([F:34])([F:33])[C:3]([C:12]1[CH:29]=[CH:28][C:15]([O:16][C:17]2[CH:18]=[CH:19][C:20]([N+:25]([O-:27])=[O:26])=[C:21]([CH:24]=2)[CH:22]=[O:23])=[C:14]([CH2:30][CH2:31][CH3:32])[CH:13]=1)([O:8][CH2:9][O:10][CH3:11])[C:4]([F:7])([F:6])[F:5].[BH4-].[Na+].O.Cl.